The task is: Predict the reactants needed to synthesize the given product.. This data is from Full USPTO retrosynthesis dataset with 1.9M reactions from patents (1976-2016). (1) Given the product [C:26]1([C:34]2[CH:39]=[CH:38][CH:37]=[CH:36][CH:35]=2)[CH:31]=[CH:30][CH:29]=[C:28]([CH2:32][NH:33][CH2:21][C:20]2[CH:23]=[CH:24][C:17]([C:15]3[O:14][N:13]=[C:12]([CH2:1][CH2:2][CH2:3][CH2:4][CH2:5][CH2:6][CH2:7][CH2:8][CH2:9][CH2:10][CH3:11])[N:16]=3)=[CH:18][CH:19]=2)[CH:27]=1, predict the reactants needed to synthesize it. The reactants are: [CH2:1]([C:12]1[N:16]=[C:15]([C:17]2[CH:24]=[CH:23][C:20]([CH:21]=O)=[CH:19][CH:18]=2)[O:14][N:13]=1)[CH2:2][CH2:3][CH2:4][CH2:5][CH2:6][CH2:7][CH2:8][CH2:9][CH2:10][CH3:11].Br.[C:26]1([C:34]2[CH:39]=[CH:38][CH:37]=[CH:36][CH:35]=2)[CH:31]=[CH:30][CH:29]=[C:28]([CH2:32][NH2:33])[CH:27]=1. (2) Given the product [Cl:31][C:10]1[C:9]2[C:14](=[CH:15][CH:16]=[C:7]([C:39]([C:38]3[C:33]([CH3:32])=[N:34][C:35]([CH3:47])=[CH:36][CH:37]=3)([C:41]3[N:45]([CH3:46])[N:44]=[N:43][CH:42]=3)[OH:40])[CH:8]=2)[N:13]=[C:12]([O:17][CH3:18])[C:11]=1[CH2:19][O:20][Si:21]([CH:28]([CH3:30])[CH3:29])([CH:25]([CH3:27])[CH3:26])[CH:22]([CH3:24])[CH3:23], predict the reactants needed to synthesize it. The reactants are: C([Li])CCC.Br[C:7]1[CH:8]=[C:9]2[C:14](=[CH:15][CH:16]=1)[N:13]=[C:12]([O:17][CH3:18])[C:11]([CH2:19][O:20][Si:21]([CH:28]([CH3:30])[CH3:29])([CH:25]([CH3:27])[CH3:26])[CH:22]([CH3:24])[CH3:23])=[C:10]2[Cl:31].[CH3:32][C:33]1[C:38]([C:39]([C:41]2[N:45]([CH3:46])[N:44]=[N:43][CH:42]=2)=[O:40])=[CH:37][CH:36]=[C:35]([CH3:47])[N:34]=1. (3) Given the product [NH2:1][C:2]1[C:7]([Cl:8])=[C:6]([Cl:9])[N:5]=[C:4]([C:10]([O:12][CH3:13])=[O:11])[C:3]=1[CH:15]=[CH2:16], predict the reactants needed to synthesize it. The reactants are: [NH2:1][C:2]1[C:7]([Cl:8])=[C:6]([Cl:9])[N:5]=[C:4]([C:10]([O:12][CH3:13])=[O:11])[C:3]=1I.[CH:15]([Sn](CCCC)(CCCC)CCCC)=[CH2:16]. (4) Given the product [C:15]1([C:10]2[CH:11]=[N:12][CH:13]=[CH:14][C:9]=2[O:8][C:7]2[CH:6]=[CH:5][C:4]([NH2:1])=[CH:22][CH:21]=2)[CH:16]=[CH:17][CH:18]=[CH:19][CH:20]=1, predict the reactants needed to synthesize it. The reactants are: [N+:1]([C:4]1[CH:22]=[CH:21][C:7]([O:8][C:9]2[CH:14]=[CH:13][N:12]=[CH:11][C:10]=2[C:15]2[CH:20]=[CH:19][CH:18]=[CH:17][CH:16]=2)=[CH:6][CH:5]=1)([O-])=O.[Cl-].[NH4+].C(O)C.CN(C)C=O.